From a dataset of Full USPTO retrosynthesis dataset with 1.9M reactions from patents (1976-2016). Predict the reactants needed to synthesize the given product. (1) Given the product [CH3:23][O:1][C:2]1[CH:3]=[C:4]([C:8]#[C:9][C:10]2[CH:11]=[CH:12][C:13]([CH2:16][CH2:17][C:18]([O:20][CH3:21])=[O:19])=[CH:14][CH:15]=2)[CH:5]=[CH:6][CH:7]=1, predict the reactants needed to synthesize it. The reactants are: [OH:1][C:2]1[CH:3]=[C:4]([C:8]#[C:9][C:10]2[CH:15]=[CH:14][C:13]([CH2:16][CH2:17][C:18]([O:20][CH3:21])=[O:19])=[CH:12][CH:11]=2)[CH:5]=[CH:6][CH:7]=1.I[CH3:23]. (2) Given the product [NH2:20][C:21]1[C:30]2[N:31]=[C:32]([CH2:45][O:8][N:9]3[C:10](=[O:19])[C:11]4[C:12](=[CH:15][CH:16]=[CH:17][CH:18]=4)[C:13]3=[O:14])[N:33]([CH2:34][CH2:35][CH2:36][NH:37][C:38](=[O:44])[O:39][C:40]([CH3:41])([CH3:43])[CH3:42])[C:29]=2[C:28]2[CH:27]=[CH:26][CH:25]=[CH:24][C:23]=2[N:22]=1, predict the reactants needed to synthesize it. The reactants are: C(N(CC)CC)C.[OH:8][N:9]1[C:13](=[O:14])[C:12]2=[CH:15][CH:16]=[CH:17][CH:18]=[C:11]2[C:10]1=[O:19].[NH2:20][C:21]1[C:30]2[N:31]=[C:32]([CH2:45]Cl)[N:33]([CH2:34][CH2:35][CH2:36][NH:37][C:38](=[O:44])[O:39][C:40]([CH3:43])([CH3:42])[CH3:41])[C:29]=2[C:28]2[CH:27]=[CH:26][CH:25]=[CH:24][C:23]=2[N:22]=1. (3) Given the product [Cl:14][CH2:15][CH2:16][CH2:17][CH2:18][C:19]([C:8]1[CH:7]=[CH:6][C:5]2[O:1][CH2:2][CH2:3][C:4]=2[CH:9]=1)=[O:20], predict the reactants needed to synthesize it. The reactants are: [O:1]1[C:5]2[CH:6]=[CH:7][CH:8]=[CH:9][C:4]=2[CH2:3][CH2:2]1.[Cl-].[Al+3].[Cl-].[Cl-].[Cl:14][CH2:15][CH2:16][CH2:17][CH2:18][C:19](Cl)=[O:20]. (4) Given the product [CH3:15][C:4]1[CH:3]=[C:2]([O:22][C:16]2[CH:21]=[CH:20][CH:19]=[CH:18][CH:17]=2)[CH:14]=[CH:13][C:5]=1[C:6]([O:8][C:9]([CH3:12])([CH3:11])[CH3:10])=[O:7], predict the reactants needed to synthesize it. The reactants are: F[C:2]1[CH:14]=[CH:13][C:5]([C:6]([O:8][C:9]([CH3:12])([CH3:11])[CH3:10])=[O:7])=[C:4]([CH3:15])[CH:3]=1.[C:16]1([OH:22])[CH:21]=[CH:20][CH:19]=[CH:18][CH:17]=1.C(=O)([O-])[O-].[K+].[K+].O. (5) Given the product [Br:49][C:10]1[C:6]2[CH:5]=[CH:4][C:3]([O:19][CH3:20])=[C:2]([F:1])[C:7]=2[S:8][C:9]=1[C:11]1[CH:16]=[CH:15][C:14]([O:17][CH3:18])=[CH:13][CH:12]=1.[Br:49][C:28]1[C:24]2[CH:23]=[C:22]([F:21])[C:38]([O:39][CH3:40])=[C:37]([F:41])[C:25]=2[S:26][C:27]=1[C:29]1[CH:34]=[CH:33][C:32]([O:35][CH3:36])=[CH:31][CH:30]=1, predict the reactants needed to synthesize it. The reactants are: [F:1][C:2]1[C:7]2[S:8][C:9]([C:11]3[CH:16]=[CH:15][C:14]([O:17][CH3:18])=[CH:13][CH:12]=3)=[CH:10][C:6]=2[CH:5]=[CH:4][C:3]=1[O:19][CH3:20].[F:21][C:22]1[C:38]([O:39][CH3:40])=[C:37]([F:41])[C:25]2[S:26][C:27]([C:29]3[CH:34]=[CH:33][C:32]([O:35][CH3:36])=[CH:31][CH:30]=3)=[CH:28][C:24]=2[CH:23]=1.C1C(=O)N([Br:49])C(=O)C1. (6) Given the product [Br:3][C:4]1[N:9]=[CH:8][C:7]2[CH:10]=[C:11]([C:13]3[CH:17]=[N:16][N:15]([CH2:19][O:20][CH2:21][CH2:22][Si:23]([CH3:26])([CH3:25])[CH3:24])[CH:14]=3)[N:12]([CH2:19][O:20][CH2:21][CH2:22][Si:23]([CH3:26])([CH3:25])[CH3:24])[C:6]=2[CH:5]=1, predict the reactants needed to synthesize it. The reactants are: [H-].[Na+].[Br:3][C:4]1[N:9]=[CH:8][C:7]2[CH:10]=[C:11]([C:13]3[CH:14]=[N:15][NH:16][CH:17]=3)[NH:12][C:6]=2[CH:5]=1.Cl[CH2:19][O:20][CH2:21][CH2:22][Si:23]([CH3:26])([CH3:25])[CH3:24]. (7) Given the product [OH:16][C:6]1[C:5]([OH:4])=[CH:10][C:9]([C:11]#[N:12])=[C:8]([C:27]2[CH:26]=[CH:25][C:24]3[C:29](=[CH:30][CH:31]=[C:22]([O:21][CH3:20])[CH:23]=3)[CH:28]=2)[C:7]=1[C:14]#[N:15], predict the reactants needed to synthesize it. The reactants are: C([O:4][C:5]1[CH:10]=[C:9]([C:11]#[N:12])[C:8](Br)=[C:7]([C:14]#[N:15])[C:6]=1[O:16]C(=O)C)(=O)C.[CH3:20][O:21][C:22]1[CH:23]=[C:24]2[C:29](=[CH:30][CH:31]=1)[CH:28]=[C:27](B(O)O)[CH:26]=[CH:25]2.